From a dataset of Forward reaction prediction with 1.9M reactions from USPTO patents (1976-2016). Predict the product of the given reaction. (1) The product is: [CH3:1][C:2]1([CH3:25])[CH2:6][CH2:5][CH2:4][CH:3]1[C:7]1[CH:12]=[C:11]([C:13]([O:15][CH3:16])=[O:14])[CH:10]=[CH:9][C:8]=1[C:17]1[CH:22]=[C:21]([O:23][CH2:34][C:33]([F:37])([F:36])[F:32])[CH:20]=[CH:19][C:18]=1[F:24]. Given the reactants [CH3:1][C:2]1([CH3:25])[CH2:6][CH2:5][CH2:4][CH:3]1[C:7]1[CH:12]=[C:11]([C:13]([O:15][CH3:16])=[O:14])[CH:10]=[CH:9][C:8]=1[C:17]1[CH:22]=[C:21]([OH:23])[CH:20]=[CH:19][C:18]=1[F:24].C(=O)([O-])[O-].[Cs+].[Cs+].[F:32][C:33]([F:37])([F:36])[CH2:34]I, predict the reaction product. (2) Given the reactants [NH2:1][C:2]1[CH:10]=[CH:9][CH:8]=[C:4]([C:5]([OH:7])=O)[C:3]=1[C:11]([OH:13])=O.[NH2:14][CH:15]1[CH2:20][CH2:19][CH2:18][NH:17][C:16]1=[O:21], predict the reaction product. The product is: [NH2:1][C:2]1[CH:10]=[CH:9][CH:8]=[C:4]2[C:3]=1[C:11](=[O:13])[N:14]([CH:15]1[CH2:20][CH2:19][CH2:18][NH:17][C:16]1=[O:21])[C:5]2=[O:7]. (3) Given the reactants C1C=C[NH+]=CC=1.[O-][Cr](Cl)(=O)=O.[Br:12][C:13]1[CH:23]=[CH:22][C:16]2[CH:17]=[C:18]([CH2:20][OH:21])[O:19][C:15]=2[CH:14]=1, predict the reaction product. The product is: [Br:12][C:13]1[CH:23]=[CH:22][C:16]2[CH:17]=[C:18]([CH:20]=[O:21])[O:19][C:15]=2[CH:14]=1. (4) Given the reactants [C:1]1([CH:7]2[O:12][CH2:11][CH2:10][NH:9][CH2:8]2)[CH:6]=[CH:5][CH:4]=[CH:3][CH:2]=1.[Br:13][C:14]1[CH:19]=[CH:18][C:17]([C:20](=O)[CH3:21])=[CH:16][CH:15]=1, predict the reaction product. The product is: [Br:13][C:14]1[CH:19]=[CH:18][C:17]([CH:20]([N:9]2[CH2:10][CH2:11][O:12][CH:7]([C:1]3[CH:2]=[CH:3][CH:4]=[CH:5][CH:6]=3)[CH2:8]2)[CH3:21])=[CH:16][CH:15]=1. (5) Given the reactants [OH:1][B:2]1[C@@H:7]([NH:8][C:9](=[O:15])[CH2:10][CH2:11][C:12](=[O:14])[CH3:13])[CH2:6][C:5]2[CH:16]=[CH:17][CH:18]=[C:19]([C:20]([OH:22])=[O:21])[C:4]=2[O:3]1.[CH3:23][O:24][CH2:25][CH2:26]O, predict the reaction product. The product is: [CH3:23][O:24][CH2:25][CH2:26][O:21][C:20]([C:19]1[C:4]2[O:3][B:2]([OH:1])[C@@H:7]([NH:8][C:9](=[O:15])[CH2:10][CH2:11][C:12](=[O:14])[CH3:13])[CH2:6][C:5]=2[CH:16]=[CH:17][CH:18]=1)=[O:22]. (6) Given the reactants [F:1][C:2]([F:13])([F:12])[CH:3]([OH:11])[CH2:4][N:5]1[CH2:10][CH2:9][O:8][CH2:7][CH2:6]1.[Cl:14][C:15]1[CH:20]=[CH:19][C:18]([N:21]=[C:22]=[O:23])=[CH:17][CH:16]=1, predict the reaction product. The product is: [F:13][C:2]([F:1])([F:12])[CH:3]([O:11][C:22](=[O:23])[NH:21][C:18]1[CH:19]=[CH:20][C:15]([Cl:14])=[CH:16][CH:17]=1)[CH2:4][N:5]1[CH2:6][CH2:7][O:8][CH2:9][CH2:10]1. (7) Given the reactants [Cl:1][C:2]1[CH:3]=[CH:4][C:5]2[NH:11][C:10](=O)[C@@H:9]([CH2:13][C:14]([O:16][CH2:17][CH:18]=[CH2:19])=[O:15])[O:8][C@H:7]([C:20]3[CH:25]=[CH:24][CH:23]=[C:22]([O:26][CH3:27])[C:21]=3[Cl:28])[C:6]=2[CH:29]=1.C(=O)([O-])O.[Na+].P12(SP3(SP(SP(S3)(S1)=S)(=S)S2)=S)=[S:36], predict the reaction product. The product is: [Cl:1][C:2]1[CH:3]=[CH:4][C:5]2[NH:11][C:10](=[S:36])[C@@H:9]([CH2:13][C:14]([O:16][CH2:17][CH:18]=[CH2:19])=[O:15])[O:8][C@H:7]([C:20]3[CH:25]=[CH:24][CH:23]=[C:22]([O:26][CH3:27])[C:21]=3[Cl:28])[C:6]=2[CH:29]=1.